Dataset: Forward reaction prediction with 1.9M reactions from USPTO patents (1976-2016). Task: Predict the product of the given reaction. (1) Given the reactants [Cl:1][C:2]1[CH:3]=[C:4]([C@@H:8]2[C@@H:13]([C:14]3[CH:19]=[CH:18][C:17]([Cl:20])=[CH:16][CH:15]=3)[N:12]([C@@H:21]([CH2:24][CH3:25])[CH2:22]O)[C:11](=[O:26])[C@:10]([CH2:28][C:29]([O:31][CH3:32])=[O:30])([CH3:27])[CH2:9]2)[CH:5]=[CH:6][CH:7]=1.[CH2:33]([SH:40])[C:34]1[CH:39]=[CH:38][CH:37]=[CH:36][CH:35]=1.C(C=P(CCCC)(CCCC)CCCC)#N, predict the reaction product. The product is: [CH2:33]([S:40][CH2:22][C@@H:21]([N:12]1[C@H:13]([C:14]2[CH:19]=[CH:18][C:17]([Cl:20])=[CH:16][CH:15]=2)[C@@H:8]([C:4]2[CH:5]=[CH:6][CH:7]=[C:2]([Cl:1])[CH:3]=2)[CH2:9][C@@:10]([CH2:28][C:29]([O:31][CH3:32])=[O:30])([CH3:27])[C:11]1=[O:26])[CH2:24][CH3:25])[C:34]1[CH:39]=[CH:38][CH:37]=[CH:36][CH:35]=1. (2) Given the reactants [CH3:1][C:2]1[N:6]=[C:5]([CH3:7])[S:4][C:3]=1/[CH:8]=[CH:9]/[C:10](N(C)C)=O.[NH:15]([C:19]1[CH:24]=[CH:23][C:22]([S:25]([NH:28][CH2:29][CH2:30][OH:31])(=[O:27])=[O:26])=[CH:21][CH:20]=1)[C:16]([NH2:18])=[NH:17], predict the reaction product. The product is: [CH3:7][C:5]1[S:4][C:3]([C:8]2[CH:9]=[CH:10][N:18]=[C:16]([NH:15][C:19]3[CH:20]=[CH:21][C:22]([S:25]([NH:28][CH2:29][CH2:30][OH:31])(=[O:27])=[O:26])=[CH:23][CH:24]=3)[N:17]=2)=[C:2]([CH3:1])[N:6]=1.